From a dataset of Catalyst prediction with 721,799 reactions and 888 catalyst types from USPTO. Predict which catalyst facilitates the given reaction. (1) Reactant: [CH3:1][C:2]1([CH3:12])[O:6][C@H:5]([CH2:7]C(O)=O)[C:4](=[O:11])[O:3]1.C([N:15]([CH2:18]C)CC)C.C1(P(N=[N+]=[N-])(C2C=CC=CC=2)=[O:27])C=CC=CC=1.[CH2:37]([OH:44])[C:38]1[CH:43]=[CH:42][CH:41]=[CH:40][CH:39]=1. Product: [CH2:37]([O:44][C:18](=[O:27])[NH:15][CH2:7][C@@H:5]1[C:4](=[O:11])[O:3][C:2]([CH3:1])([CH3:12])[O:6]1)[C:38]1[CH:43]=[CH:42][CH:41]=[CH:40][CH:39]=1. The catalyst class is: 11. (2) Reactant: [O:1]([CH2:8][CH2:9][NH:10][C:11]([NH2:13])=[O:12])[C:2]1[CH:7]=[CH:6][CH:5]=[CH:4][CH:3]=1.[Li]CCCC.[Cl:19][C:20]1[CH:21]=[C:22]([N:27]=[C:28]=[S:29])[CH:23]=[CH:24][C:25]=1[Cl:26].C([O-])(O)=O.[Na+]. Product: [Cl:19][C:20]1[CH:21]=[C:22]([NH:27][C:28]([N:10]([CH2:9][CH2:8][O:1][C:2]2[CH:7]=[CH:6][CH:5]=[CH:4][CH:3]=2)[C:11]([NH2:13])=[O:12])=[S:29])[CH:23]=[CH:24][C:25]=1[Cl:26]. The catalyst class is: 49. (3) Reactant: [Br:1][C:2]1[N:7]2[N:8]=[C:9]([O:11][CH3:12])[CH:10]=[C:6]2[CH:5]=[CH:4][CH:3]=1.[N:13]([O-])=[O:14].[Na+]. Product: [Br:1][C:2]1[N:7]2[N:8]=[C:9]([O:11][CH3:12])[C:10]([N:13]=[O:14])=[C:6]2[CH:5]=[CH:4][CH:3]=1. The catalyst class is: 15.